The task is: Predict the reactants needed to synthesize the given product.. This data is from Full USPTO retrosynthesis dataset with 1.9M reactions from patents (1976-2016). Given the product [CH2:2]([C:7]1[CH:19]=[CH:18][C:17]2[C:16]3[C:11](=[CH:12][C:13]([CH2:20][CH2:21][CH2:22][CH2:23][CH3:24])=[CH:14][CH:15]=3)[CH2:10][C:9]=2[CH:8]=1)[CH2:3][CH2:4][CH2:5][CH3:6], predict the reactants needed to synthesize it. The reactants are: O=[C:2]([C:7]1[CH:19]=[CH:18][C:17]2[C:16]3[C:11](=[CH:12][C:13]([C:20](=O)[CH2:21][CH2:22][CH2:23][CH3:24])=[CH:14][CH:15]=3)[CH2:10][C:9]=2[CH:8]=1)[CH2:3][CH2:4][CH2:5][CH3:6].O.NN.C(O)COCCO.[OH-].[K+].